From a dataset of Forward reaction prediction with 1.9M reactions from USPTO patents (1976-2016). Predict the product of the given reaction. (1) Given the reactants [OH:1][C:2]1[C:3]([CH3:27])=[C:4]2[C:9](=[C:10]([CH3:13])[C:11]=1[CH3:12])[O:8][C:7]([CH3:26])([C:14]([NH:16][CH2:17][CH2:18][CH2:19][N:20]1[CH2:24][CH2:23][CH2:22][C:21]1=[O:25])=[O:15])[CH2:6][CH2:5]2.[O:28]=[N+]([O-])[O-].[O-][N+](=O)[O-].[O-][N+](=O)[O-].[O-][N+](=O)[O-].[O-][N+](=O)[O-].[O-][N+](=O)[O-].[Ce+4].[NH4+].[NH4+], predict the reaction product. The product is: [OH:28][C:7]([CH3:26])([CH2:6][CH2:5][C:4]1[C:9](=[O:8])[C:10]([CH3:13])=[C:11]([CH3:12])[C:2](=[O:1])[C:3]=1[CH3:27])[C:14]([NH:16][CH2:17][CH2:18][CH2:19][N:20]1[CH2:24][CH2:23][CH2:22][C:21]1=[O:25])=[O:15]. (2) Given the reactants [CH2:1]([O:8][C:9]([N:11]1[CH2:15][CH:14]([C:16]2[C:24]3[C:19](=[CH:20][C:21]([F:25])=[CH:22][CH:23]=3)[NH:18][CH:17]=2)[CH:13]2[N:26]([C:29](=[O:55])[CH:30]([NH:38][C:39](=[O:54])[CH:40]([N:42]([C:44]([O:46][CH2:47][C:48]3[CH:53]=[CH:52][CH:51]=[CH:50][CH:49]=3)=[O:45])[CH3:43])[CH3:41])[CH:31]([O:33]C(C)(C)C)[CH3:32])[CH2:27][CH2:28][CH:12]12)=[O:10])[C:2]1[CH:7]=[CH:6][CH:5]=[CH:4][CH:3]=1.C(O)(C(F)(F)F)=O, predict the reaction product. The product is: [CH2:1]([O:8][C:9]([N:11]1[CH2:15][CH:14]([C:16]2[C:24]3[C:19](=[CH:20][C:21]([F:25])=[CH:22][CH:23]=3)[NH:18][CH:17]=2)[CH:13]2[N:26]([C:29](=[O:55])[CH:30]([NH:38][C:39](=[O:54])[CH:40]([N:42]([C:44]([O:46][CH2:47][C:48]3[CH:53]=[CH:52][CH:51]=[CH:50][CH:49]=3)=[O:45])[CH3:43])[CH3:41])[CH:31]([OH:33])[CH3:32])[CH2:27][CH2:28][CH:12]12)=[O:10])[C:2]1[CH:7]=[CH:6][CH:5]=[CH:4][CH:3]=1. (3) The product is: [CH3:1][C:2]1[C:7]([CH3:8])=[CH:6][C:5]2[NH:9][C:13]([C@@H:12]([OH:11])[CH3:16])=[N:10][C:4]=2[CH:3]=1. Given the reactants [CH3:1][C:2]1[CH:3]=[C:4]([NH2:10])[C:5]([NH2:9])=[CH:6][C:7]=1[CH3:8].[OH:11][C@@H:12]([CH3:16])[C:13](O)=O.ClC1C=C(N=C=O)C=CC=1Cl, predict the reaction product. (4) Given the reactants [F:1][C:2]1[CH:26]=[CH:25][C:5]2[N:6]=[C:7]([N:18]3[CH2:23][CH2:22][N:21]([CH3:24])[CH2:20][CH2:19]3)[C:8]3[C:13]4[CH:14]=[CH:15][CH:16]=[CH:17][C:12]=4[S:11][C:9]=3[NH:10][C:4]=2[C:3]=1[O:27]C.C(S)(S)C.[Cl-].[Al+3].[Cl-].[Cl-], predict the reaction product. The product is: [F:1][C:2]1[CH:26]=[CH:25][C:5]2[N:6]=[C:7]([N:18]3[CH2:19][CH2:20][N:21]([CH3:24])[CH2:22][CH2:23]3)[C:8]3[C:13]4[CH:14]=[CH:15][CH:16]=[CH:17][C:12]=4[S:11][C:9]=3[NH:10][C:4]=2[C:3]=1[OH:27]. (5) Given the reactants C(OC([NH:11][C@H:12]1[CH2:17][CH2:16][N:15]([C:18]2[CH:19]=[C:20]([CH:25]=[CH:26][C:27]=2[F:28])[C:21]([O:23][CH3:24])=[O:22])[CH2:14][C@H:13]1[O:29][CH3:30])=O)C1C=CC=CC=1, predict the reaction product. The product is: [NH2:11][C@H:12]1[CH2:17][CH2:16][N:15]([C:18]2[CH:19]=[C:20]([CH:25]=[CH:26][C:27]=2[F:28])[C:21]([O:23][CH3:24])=[O:22])[CH2:14][C@H:13]1[O:29][CH3:30].